From a dataset of NCI-60 drug combinations with 297,098 pairs across 59 cell lines. Regression. Given two drug SMILES strings and cell line genomic features, predict the synergy score measuring deviation from expected non-interaction effect. Drug 1: C1CCN(CC1)CCOC2=CC=C(C=C2)C(=O)C3=C(SC4=C3C=CC(=C4)O)C5=CC=C(C=C5)O. Synergy scores: CSS=11.1, Synergy_ZIP=0.404, Synergy_Bliss=6.66, Synergy_Loewe=-16.0, Synergy_HSA=-0.386. Cell line: HT29. Drug 2: CC1CCC2CC(C(=CC=CC=CC(CC(C(=O)C(C(C(=CC(C(=O)CC(OC(=O)C3CCCCN3C(=O)C(=O)C1(O2)O)C(C)CC4CCC(C(C4)OC)OCCO)C)C)O)OC)C)C)C)OC.